From a dataset of Reaction yield outcomes from USPTO patents with 853,638 reactions. Predict the reaction yield, written as a fraction of the theoretical maximum amount of product (1.0 means a 100% yield; for example, 0.34 means a 34% yield). (1) The reactants are Cl.[C:2]([NH2:5])(=[NH:4])[CH3:3].C[O-].[Na+].[C:9]([C:11]1[CH:16]=[CH:15][CH:14]=[CH:13][C:12]=1[C:17]1[CH:22]=[CH:21][C:20]([CH2:23][CH:24]([C:29](=O)[CH2:30][O:31][CH3:32])[C:25](OC)=[O:26])=[CH:19][CH:18]=1)#[N:10].O1CCOCC1. The catalyst is CO. The product is [CH3:32][O:31][CH2:30][C:29]1[N:4]=[C:2]([CH3:3])[NH:5][C:25](=[O:26])[C:24]=1[CH2:23][C:20]1[CH:21]=[CH:22][C:17]([C:12]2[C:11]([C:9]#[N:10])=[CH:16][CH:15]=[CH:14][CH:13]=2)=[CH:18][CH:19]=1. The yield is 0.860. (2) The catalyst is CN(C=O)C.Cl. The yield is 0.750. The reactants are [O:1]=[C:2]1[CH:8](C(OCC)=O)[CH:7]([C:14]2[CH:19]=[CH:18][CH:17]=[CH:16][CH:15]=2)[CH2:6][C:5]2[CH:20]=[CH:21][CH:22]=[CH:23][C:4]=2[NH:3]1.NC1C=CC(S)=CC=1.[Li+].[Br-]. The product is [C:14]1([CH:7]2[CH2:6][C:5]3[CH:20]=[CH:21][CH:22]=[CH:23][C:4]=3[NH:3][C:2](=[O:1])[CH2:8]2)[CH:15]=[CH:16][CH:17]=[CH:18][CH:19]=1.